Dataset: Full USPTO retrosynthesis dataset with 1.9M reactions from patents (1976-2016). Task: Predict the reactants needed to synthesize the given product. (1) Given the product [F:1][C:2]1[CH:3]=[CH:4][C:5]([S:11]([CH3:14])(=[O:13])=[O:12])=[C:6]([CH:10]=1)[C:7]([N:33]1[CH2:34][CH:31]([C:16]([CH3:17])([S:18]([C:21]2[CH:26]=[CH:25][CH:24]=[C:23]([C:27]([F:30])([F:28])[F:29])[CH:22]=2)(=[O:19])=[O:20])[CH3:15])[CH2:32]1)=[O:9], predict the reactants needed to synthesize it. The reactants are: [F:1][C:2]1[CH:3]=[CH:4][C:5]([S:11]([CH3:14])(=[O:13])=[O:12])=[C:6]([CH:10]=1)[C:7]([OH:9])=O.[CH3:15][C:16]([CH:31]1[CH2:34][NH:33][CH2:32]1)([S:18]([C:21]1[CH:26]=[CH:25][CH:24]=[C:23]([C:27]([F:30])([F:29])[F:28])[CH:22]=1)(=[O:20])=[O:19])[CH3:17].CN([P+](ON1N=NC2C=CC=CC1=2)(N(C)C)N(C)C)C.F[P-](F)(F)(F)(F)F.C(N(C(C)C)CC)(C)C. (2) Given the product [CH2:1]([C@@H:5]1[N:10]([C:23](=[O:24])[CH:22]=[CH:21][C:20]2[CH:26]=[CH:27][C:17]([CH3:16])=[CH:18][CH:19]=2)[CH2:9][C@H:8]([CH2:11][CH:12]([CH3:14])[CH3:13])[NH:7][C:6]1=[O:15])[CH:2]([CH3:4])[CH3:3], predict the reactants needed to synthesize it. The reactants are: [CH2:1]([C@@H:5]1[NH:10][CH2:9][C@H:8]([CH2:11][CH:12]([CH3:14])[CH3:13])[NH:7][C:6]1=[O:15])[CH:2]([CH3:4])[CH3:3].[CH3:16][C:17]1[CH:27]=[CH:26][C:20]([CH:21]=[CH:22][C:23](O)=[O:24])=[CH:19][CH:18]=1.C([C@@H]1N(C(=O)/C=C/C2C=CC=CC=2)C[C@H](CC(C)C)NC1=O)C(C)C. (3) Given the product [O:1]=[C:2]1[CH2:7][CH:6]([C:8]([OH:10])=[O:9])[CH2:5][CH2:4][NH:3]1, predict the reactants needed to synthesize it. The reactants are: [OH:1][C:2]1[CH:7]=[C:6]([C:8]([OH:10])=[O:9])[CH:5]=[CH:4][N:3]=1. (4) The reactants are: [Br:1][C:2]1[CH:3]=[C:4]([NH:13][CH:14]2[CH2:19][CH2:18][O:17][CH2:16][CH2:15]2)[C:5]([CH3:12])=[C:6]([CH:11]=1)[C:7]([O:9][CH3:10])=[O:8].[CH3:20][O:21][CH2:22][CH:23]=O.C(O)(=O)C.C(O[BH-](OC(=O)C)OC(=O)C)(=O)C.[Na+].C([O-])(O)=O.[Na+]. Given the product [Br:1][C:2]1[CH:3]=[C:4]([N:13]([CH2:23][CH2:22][O:21][CH3:20])[CH:14]2[CH2:19][CH2:18][O:17][CH2:16][CH2:15]2)[C:5]([CH3:12])=[C:6]([CH:11]=1)[C:7]([O:9][CH3:10])=[O:8], predict the reactants needed to synthesize it.